This data is from Catalyst prediction with 721,799 reactions and 888 catalyst types from USPTO. The task is: Predict which catalyst facilitates the given reaction. Reactant: N1(CC2N=CC([NH:14][C:15]([C:17]3[CH:18]=[CH:19][C:20]([C:27]4[C:32]([Cl:33])=[C:31]([O:34][CH3:35])[CH:30]=[C:29]([O:36][CH3:37])[C:28]=4[Cl:38])=[C:21]4[C:26]=3[N:25]=[CH:24][CH:23]=[CH:22]4)=[O:16])=CC=2)CCNCC1.N[C:40]1[N:45]=[CH:44][C:43]([CH2:46][N:47]([CH3:53])[CH2:48][CH2:49][N:50]([CH3:52])[CH3:51])=[CH:42][CH:41]=1. Product: [CH3:51][N:50]([CH3:52])[CH2:49][CH2:48][N:47]([CH2:46][C:43]1[CH:42]=[CH:41][C:40]([NH:14][C:15]([C:17]2[CH:18]=[CH:19][C:20]([C:27]3[C:28]([Cl:38])=[C:29]([O:36][CH3:37])[CH:30]=[C:31]([O:34][CH3:35])[C:32]=3[Cl:33])=[C:21]3[C:26]=2[N:25]=[CH:24][CH:23]=[CH:22]3)=[O:16])=[N:45][CH:44]=1)[CH3:53]. The catalyst class is: 61.